Dataset: NCI-60 drug combinations with 297,098 pairs across 59 cell lines. Task: Regression. Given two drug SMILES strings and cell line genomic features, predict the synergy score measuring deviation from expected non-interaction effect. Drug 1: CC1=C(C(=CC=C1)Cl)NC(=O)C2=CN=C(S2)NC3=CC(=NC(=N3)C)N4CCN(CC4)CCO. Drug 2: CC1C(C(CC(O1)OC2CC(CC3=C2C(=C4C(=C3O)C(=O)C5=C(C4=O)C(=CC=C5)OC)O)(C(=O)CO)O)N)O.Cl. Cell line: IGROV1. Synergy scores: CSS=55.7, Synergy_ZIP=14.3, Synergy_Bliss=13.1, Synergy_Loewe=12.9, Synergy_HSA=15.8.